From a dataset of Reaction yield outcomes from USPTO patents with 853,638 reactions. Predict the reaction yield, written as a fraction of the theoretical maximum amount of product (1.0 means a 100% yield; for example, 0.34 means a 34% yield). The reactants are [F:1][C:2]1[CH:3]=[C:4]([CH:8]=[CH:9][C:10]=1[N+:11]([O-:13])=[O:12])[C:5]([OH:7])=[O:6].[CH3:14]O. No catalyst specified. The product is [F:1][C:2]1[CH:3]=[C:4]([CH:8]=[CH:9][C:10]=1[N+:11]([O-:13])=[O:12])[C:5]([O:7][CH3:14])=[O:6]. The yield is 0.960.